Dataset: Full USPTO retrosynthesis dataset with 1.9M reactions from patents (1976-2016). Task: Predict the reactants needed to synthesize the given product. (1) The reactants are: [N:1]1(C(OCC2C3C(=CC=CC=3)C3C2=CC=CC=3)=O)CC[CH2:6][C@H:2]1[C:3](O)=O.[CH2:26]([NH-:28])C.[NH:29]([C:59]([O:61]CC1C2C(=CC=CC=2)C2C1=CC=CC=2)=O)[C@H:30]([C:56]([OH:58])=O)[CH2:31][CH2:32][CH2:33][NH:34][C:35](=[NH:55])[NH:36]S(C1C(C)=C(C)C2OC(C)(C)CCC=2C=1C)(=O)=O.[C:76]([OH:82])([C:78]([F:81])([F:80])[F:79])=[O:77].[C:83]1(OC)[CH:88]=[CH:87][CH:86]=CC=1.O. Given the product [NH:28]([C:76]([CH3:78])=[O:77])[C@H:26]([C:59]([NH:29][C@H:30]([C:56]([NH:1][CH:2]([CH3:6])[CH3:3])=[O:58])[CH2:31][CH2:32][CH2:33][NH:34][C:35](=[NH:55])[NH2:36])=[O:61])[C@H:88]([CH2:87][CH3:86])[CH3:83].[F:79][C:78]([F:81])([F:80])[C:76]([O-:82])=[O:77], predict the reactants needed to synthesize it. (2) Given the product [F:1][C:2]1[CH:3]=[C:4]([C:21]([NH2:23])=[O:22])[C:5]2[O:9][C:8]([C:10]3[CH:15]=[CH:14][C:13]([CH2:16][N:17]4[CH2:19][CH2:26][CH2:25][CH2:46][CH2:18]4)=[CH:12][CH:11]=3)=[CH:7][C:6]=2[CH:20]=1, predict the reactants needed to synthesize it. The reactants are: [F:1][C:2]1[CH:3]=[C:4]([C:21]([NH2:23])=[O:22])[C:5]2[O:9][C:8]([C:10]3[CH:15]=[CH:14][C:13]([CH2:16][N:17]([CH3:19])[CH3:18])=[CH:12][CH:11]=3)=[CH:7][C:6]=2[CH:20]=1.F[C:25]1[CH:26]=C(C(OC)=O)C2OC(C3C=CC(CN4CCCCC4)=CC=3)=CC=2[CH:46]=1. (3) Given the product [CH3:1][O:2][CH2:3][C:4]1[N:9]=[C:8]([NH2:10])[C:7]([NH2:11])=[C:6]([NH2:14])[CH:5]=1, predict the reactants needed to synthesize it. The reactants are: [CH3:1][O:2][CH2:3][C:4]1[N:9]=[C:8]([NH2:10])[C:7]([N+:11]([O-])=O)=[C:6]([NH2:14])[CH:5]=1. (4) The reactants are: [N:1]1[CH:6]=[C:5]([C:7]2[C@:8]3([CH2:24][CH2:23][C@H:22]4[C@@H:13]([CH2:14][CH2:15][C:16]5[CH:17]=[C:18]([C:25](O)=[O:26])[CH:19]=[CH:20][C:21]=54)[C@@H:10]3[CH2:11][CH:12]=2)[CH3:9])[CH:4]=[N:3][CH:2]=1.Cl.[NH2:29][CH2:30][CH2:31][S:32]([NH2:35])(=[O:34])=[O:33]. Given the product [N:1]1[CH:6]=[C:5]([C:7]2[C@:8]3([CH2:24][CH2:23][C@H:22]4[C@@H:13]([CH2:14][CH2:15][C:16]5[CH:17]=[C:18]([C:25]([NH:29][CH2:30][CH2:31][S:32](=[O:34])(=[O:33])[NH2:35])=[O:26])[CH:19]=[CH:20][C:21]=54)[C@@H:10]3[CH2:11][CH:12]=2)[CH3:9])[CH:4]=[N:3][CH:2]=1, predict the reactants needed to synthesize it. (5) Given the product [O:8]=[C:9]1[C:17]2[C:12](=[CH:13][CH:14]=[CH:15][CH:16]=2)[C:11](=[O:18])[N:10]1[CH2:19]/[CH:20]=[N:3]/[NH:2][C:1]([O:5][CH2:6][CH3:7])=[O:4], predict the reactants needed to synthesize it. The reactants are: [C:1]([O:5][CH2:6][CH3:7])(=[O:4])[NH:2][NH2:3].[O:8]=[C:9]1[C:17]2[C:12](=[CH:13][CH:14]=[CH:15][CH:16]=2)[C:11](=[O:18])[N:10]1[CH2:19][CH:20]=O. (6) Given the product [CH2:8]([NH:22][C:23](=[O:24])[O:25][C:26]1[CH:31]=[CH:30][CH:29]=[CH:28][C:27]=1[CH2:32][CH2:33][C:34]([N:36]1[CH2:41][CH2:40][N:39]([CH3:42])[CH2:38][CH2:37]1)=[O:35])[CH2:9][CH2:10][CH2:11][CH2:12][CH2:13][CH2:14][CH2:15][CH2:16][CH2:17][CH2:18][CH2:19][CH2:20][CH3:21], predict the reactants needed to synthesize it. The reactants are: C(N(CC)CC)C.[CH2:8]([N:22]=[C:23]=[O:24])[CH2:9][CH2:10][CH2:11][CH2:12][CH2:13][CH2:14][CH2:15][CH2:16][CH2:17][CH2:18][CH2:19][CH2:20][CH3:21].[OH:25][C:26]1[CH:31]=[CH:30][CH:29]=[CH:28][C:27]=1[CH2:32][CH2:33][C:34]([N:36]1[CH2:41][CH2:40][N:39]([CH3:42])[CH2:38][CH2:37]1)=[O:35].